This data is from Forward reaction prediction with 1.9M reactions from USPTO patents (1976-2016). The task is: Predict the product of the given reaction. Given the reactants I[C:2]1[C:7]([N+:8]([O-:10])=[O:9])=[CH:6][N:5]=[C:4]2[O:11][CH2:12][CH2:13][C:3]=12.[F:14][C:15]([F:31])([F:30])[C@H:16]1[CH2:21][NH:20][CH2:19][C@@H:18]([NH:22][C:23](=[O:29])[O:24][C:25]([CH3:28])([CH3:27])[CH3:26])[CH2:17]1.CCN(C(C)C)C(C)C, predict the reaction product. The product is: [N+:8]([C:7]1[C:2]([N:20]2[CH2:21][C@H:16]([C:15]([F:31])([F:30])[F:14])[CH2:17][C@H:18]([NH:22][C:23](=[O:29])[O:24][C:25]([CH3:27])([CH3:26])[CH3:28])[CH2:19]2)=[C:3]2[CH2:13][CH2:12][O:11][C:4]2=[N:5][CH:6]=1)([O-:10])=[O:9].